The task is: Predict which catalyst facilitates the given reaction.. This data is from Catalyst prediction with 721,799 reactions and 888 catalyst types from USPTO. (1) Reactant: C(OC(=O)[NH:7][C:8]1[C:12]([CH2:13][C:14]2[CH:19]=[CH:18][CH:17]=[C:16]([Cl:20])[C:15]=2[Cl:21])=[C:11]([OH:22])[N:10]([CH3:23])[N:9]=1)(C)(C)C.C([O-])([O-])=O.[Na+].[Na+]. Product: [NH2:7][C:8]1[C:12]([CH2:13][C:14]2[CH:19]=[CH:18][CH:17]=[C:16]([Cl:20])[C:15]=2[Cl:21])=[C:11]([OH:22])[N:10]([CH3:23])[N:9]=1. The catalyst class is: 157. (2) Reactant: [F:1][C:2]1[CH:7]=[CH:6][CH:5]=[C:4]([C:8]([F:11])([F:10])[F:9])[C:3]=1[CH:12]1[CH2:17][CH2:16][N:15](C(OC(C)(C)C)=O)[CH2:14][CH2:13]1.[ClH:25]. Product: [ClH:25].[F:1][C:2]1[CH:7]=[CH:6][CH:5]=[C:4]([C:8]([F:9])([F:10])[F:11])[C:3]=1[CH:12]1[CH2:17][CH2:16][NH:15][CH2:14][CH2:13]1. The catalyst class is: 158. (3) Product: [Cl:1][C:2]1[CH:7]=[CH:6][C:5]([CH:8]2[CH:9]([CH2:31][CH2:32][CH3:33])[CH2:10][NH:11][CH2:12][CH:13]2[OH:14])=[CH:4][CH:3]=1. Reactant: [Cl:1][C:2]1[CH:7]=[CH:6][C:5]([CH:8]2[CH:13]([O:14]C(OCC(Cl)(Cl)Cl)=O)[CH2:12][N:11](C(OCC(Cl)(Cl)Cl)=O)[CH2:10][CH:9]2[CH2:31][CH2:32][CH3:33])=[CH:4][CH:3]=1. The catalyst class is: 183. (4) Reactant: [CH3:1][N:2]([CH:4]=[O:5])[CH3:3].[CH3:6][CH2:7][OH:8].[CH:9]1([N:15]=C=NC2CCCCC2)CCCC[CH2:10]1. Product: [CH3:1][N:2]([CH3:3])[C:4]([C@@H:9]1[CH2:10][O:8][CH2:7][CH2:6][NH:15]1)=[O:5]. The catalyst class is: 2. (5) Reactant: [C:1]([O:4][CH2:5]Br)(=[O:3])[CH3:2].[CH2:7]([CH:14]([CH2:18][CH2:19][C:20]1[CH:25]=[CH:24][CH:23]=[CH:22][CH:21]=1)[C:15]([OH:17])=[O:16])[C:8]1[CH:13]=[CH:12][CH:11]=[CH:10][CH:9]=1.CCN(C(C)C)C(C)C.O. Product: [CH2:7]([CH:14]([CH2:18][CH2:19][C:20]1[CH:25]=[CH:24][CH:23]=[CH:22][CH:21]=1)[C:15]([O:17][CH2:5][O:4][C:1](=[O:3])[CH3:2])=[O:16])[C:8]1[CH:9]=[CH:10][CH:11]=[CH:12][CH:13]=1. The catalyst class is: 23. (6) Reactant: Cl.[Cl:2][CH:3]=[CH:4][CH2:5][NH:6][C@@H:7]([C:9]1[C:18]2[C:13](=[CH:14][CH:15]=[CH:16][CH:17]=2)[CH:12]=[CH:11][CH:10]=1)[CH3:8].[OH-].[Na+].O. Product: [Cl:2][CH:3]=[CH:4][CH2:5][NH:6][C@@H:7]([C:9]1[C:18]2[C:13](=[CH:14][CH:15]=[CH:16][CH:17]=2)[CH:12]=[CH:11][CH:10]=1)[CH3:8]. The catalyst class is: 5. (7) Reactant: Cl[C:2]1[C:7]([CH:8]=[O:9])=[CH:6][CH:5]=[CH:4][N:3]=1.[Na+].[F:11][C:12]1[CH:17]=[CH:16][C:15]([S:18]([O-:20])=[O:19])=[CH:14][CH:13]=1. Product: [F:11][C:12]1[CH:17]=[CH:16][C:15]([S:18]([C:2]2[C:7]([CH:8]=[O:9])=[CH:6][CH:5]=[CH:4][N:3]=2)(=[O:20])=[O:19])=[CH:14][CH:13]=1. The catalyst class is: 58. (8) Reactant: [C:1]1([C:7]2[N:11]([S:12]([C:15]3[CH:20]=[CH:19][CH:18]=[C:17]([O:21][CH2:22][C:23]([N:25]([CH3:27])[CH3:26])=[O:24])[CH:16]=3)(=[O:14])=[O:13])[CH:10]=[C:9]([CH2:28][N:29](C)[C:30](=O)OC(C)(C)C)[CH:8]=2)[CH2:6][CH2:5][CH2:4][CH2:3][CH:2]=1.FC(F)(F)C(O)=O. Product: [C:1]1([C:7]2[N:11]([S:12]([C:15]3[CH:16]=[C:17]([CH:18]=[CH:19][CH:20]=3)[O:21][CH2:22][C:23]([N:25]([CH3:26])[CH3:27])=[O:24])(=[O:14])=[O:13])[CH:10]=[C:9]([CH2:28][NH:29][CH3:30])[CH:8]=2)[CH2:6][CH2:5][CH2:4][CH2:3][CH:2]=1. The catalyst class is: 4. (9) Reactant: [CH2:1]([O:8][CH2:9][C@H:10]([CH:34]([CH3:36])[CH3:35])[CH2:11][C@H:12]([NH:26][C:27](=[O:33])[O:28][C:29]([CH3:32])([CH3:31])[CH3:30])[C@@H:13]([OH:25])[CH2:14][NH:15][C:16](=[O:24])[C:17]([CH3:23])([CH3:22])[CH2:18][CH2:19][CH2:20][CH3:21])[C:2]1[CH:7]=[CH:6][CH:5]=[CH:4][CH:3]=1.CO[C:39](OC)([CH3:41])[CH3:40]. Product: [CH2:1]([O:8][CH2:9][C@H:10]([CH:34]([CH3:35])[CH3:36])[CH2:11][C@H:12]1[C@@H:13]([CH2:14][NH:15][C:16](=[O:24])[C:17]([CH3:22])([CH3:23])[CH2:18][CH2:19][CH2:20][CH3:21])[O:25][C:39]([CH3:41])([CH3:40])[N:26]1[C:27]([O:28][C:29]([CH3:32])([CH3:31])[CH3:30])=[O:33])[C:2]1[CH:7]=[CH:6][CH:5]=[CH:4][CH:3]=1. The catalyst class is: 21. (10) Reactant: CCCC[N+](CCCC)(CCCC)CCCC.[F-:18].[C:19]([O:23][C:24]([N:26]([CH3:52])[C:27]1[CH:32]=[CH:31][C:30]([CH:33]=[CH:34][C:35]2[CH:51]=[CH:50][C:38]([O:39][CH2:40][CH2:41][O:42][CH2:43][CH2:44]OS(C)(=O)=O)=[CH:37][CH:36]=2)=[CH:29][CH:28]=1)=[O:25])([CH3:22])([CH3:21])[CH3:20].ClCCl. Product: [C:19]([O:23][C:24](=[O:25])[N:26]([C:27]1[CH:32]=[CH:31][C:30]([CH:33]=[CH:34][C:35]2[CH:51]=[CH:50][C:38]([O:39][CH2:40][CH2:41][O:42][CH2:43][CH2:44][F:18])=[CH:37][CH:36]=2)=[CH:29][CH:28]=1)[CH3:52])([CH3:22])([CH3:21])[CH3:20]. The catalyst class is: 1.